Predict which catalyst facilitates the given reaction. From a dataset of Catalyst prediction with 721,799 reactions and 888 catalyst types from USPTO. (1) Reactant: [CH3:1][N:2]=[C:3]=[S:4].[CH3:5][N:6]([CH:17]1[CH2:22][CH2:21][NH:20][CH2:19][CH2:18]1)[C:7](=[O:16])[O:8][CH2:9][C:10]1[CH:15]=[CH:14][CH:13]=[CH:12][CH:11]=1. Product: [CH3:5][N:6]([CH:17]1[CH2:18][CH2:19][N:20]([C:3](=[S:4])[NH:2][CH3:1])[CH2:21][CH2:22]1)[C:7](=[O:16])[O:8][CH2:9][C:10]1[CH:15]=[CH:14][CH:13]=[CH:12][CH:11]=1. The catalyst class is: 4. (2) Reactant: C([Mg]Br)C.C1COCC1.I[C:11]1[N:12]=[CH:13][N:14]2[CH:18]=[CH:17][S:16][C:15]=12.[F:19][C:20]([F:31])([F:30])[C:21](O[C:21](=[O:22])[C:20]([F:31])([F:30])[F:19])=[O:22].[Cl-].[NH4+]. Product: [F:19][C:20]([F:31])([F:30])[C:21]([C:11]1[N:12]=[CH:13][N:14]2[CH:18]=[CH:17][S:16][C:15]=12)=[O:22]. The catalyst class is: 56. (3) Reactant: [F:1][C:2]([F:18])([F:17])[C:3]1[CH:8]=[CH:7][C:6]([C:9]2[N:14]=[CH:13][C:12]([CH:15]=[O:16])=[CH:11][N:10]=2)=[CH:5][CH:4]=1.[CH2:19]([Mg]Br)[CH2:20][CH3:21]. Product: [F:18][C:2]([F:1])([F:17])[C:3]1[CH:4]=[CH:5][C:6]([C:9]2[N:10]=[CH:11][C:12]([CH:15]([OH:16])[CH2:19][CH2:20][CH3:21])=[CH:13][N:14]=2)=[CH:7][CH:8]=1. The catalyst class is: 1. (4) Product: [Br:10][C:11]1[CH:12]=[CH:13][C:14]([OH:20])=[C:15]([C:16]2[O:9][C:3]3[CH:4]=[CH:5][C:6]([CH3:8])=[CH:7][C:2]=3[N:1]=2)[CH:19]=1. Reactant: [NH2:1][C:2]1[CH:7]=[C:6]([CH3:8])[CH:5]=[CH:4][C:3]=1[OH:9].[Br:10][C:11]1[CH:12]=[CH:13][C:14]([OH:20])=[C:15]([CH:19]=1)[C:16](Cl)=O. The catalyst class is: 12. (5) Reactant: [Br:1][C:2]1[CH:3]=[C:4]([CH:8]=[CH:9][C:10]=1[CH3:11])[C:5](O)=[O:6].[H-].[H-].[H-].[H-].[Li+].[Al+3]. Product: [Br:1][C:2]1[CH:3]=[C:4]([CH2:5][OH:6])[CH:8]=[CH:9][C:10]=1[CH3:11]. The catalyst class is: 1. (6) Reactant: [NH:1]1[C:9]2[C:4](=[CH:5][CH:6]=[C:7]([NH:10][C:11](=[O:55])[C@@H:12]([NH:37][C:38]([C@H:40]3[CH2:45][CH2:44][C@H:43]([CH2:46][NH:47]C(=O)OC(C)(C)C)[CH2:42][CH2:41]3)=[O:39])[CH2:13][C:14]3[CH:19]=[CH:18][C:17]([C:20]4[CH:25]=[CH:24][C:23]([C:26](=[O:35])[NH:27][CH:28]5[CH2:33][CH2:32][CH2:31][NH:30][C:29]5=[O:34])=[CH:22][C:21]=4[CH3:36])=[CH:16][CH:15]=3)[CH:8]=2)[CH:3]=[N:2]1.[ClH:56]. Product: [ClH:56].[NH2:47][CH2:46][C@H:43]1[CH2:44][CH2:45][C@H:40]([C:38]([NH:37][C@H:12]([C:11]([NH:10][C:7]2[CH:8]=[C:9]3[C:4]([CH:3]=[N:2][NH:1]3)=[CH:5][CH:6]=2)=[O:55])[CH2:13][C:14]2[CH:15]=[CH:16][C:17]([C:20]3[CH:25]=[CH:24][C:23]([C:26]([NH:27][CH:28]4[CH2:33][CH2:32][CH2:31][NH:30][C:29]4=[O:34])=[O:35])=[CH:22][C:21]=3[CH3:36])=[CH:18][CH:19]=2)=[O:39])[CH2:41][CH2:42]1. The catalyst class is: 12. (7) Reactant: [F:1][C:2]1[CH:7]=[CH:6][C:5]([C:8](=[O:10])[CH3:9])=[CH:4][CH:3]=1.[N+:11]([O-])([OH:13])=[O:12]. Product: [F:1][C:2]1[CH:7]=[CH:6][C:5]([C:8](=[O:10])[CH3:9])=[CH:4][C:3]=1[N+:11]([O-:13])=[O:12]. The catalyst class is: 22. (8) Reactant: [NH:1]1[CH:5]=[C:4]([CH2:6][N:7]2[C@H:20]3[C@H:11]([CH2:12][CH2:13][C:14]4[C:19]3=[N:18][CH:17]=[CH:16][CH:15]=4)[CH2:10][CH2:9][CH2:8]2)[N:3]=[CH:2]1.Cl.[CH3:22][N:23]([CH3:28])[CH2:24][CH2:25][CH2:26]Cl.C(=O)([O-])[O-].[K+].[K+].[I-].[K+]. Product: [N:7]1([CH2:6][C:4]2[N:3]=[CH:2][N:1]([CH2:26][CH2:25][CH2:24][N:23]([CH3:28])[CH3:22])[CH:5]=2)[C@H:20]2[C@H:11]([CH2:12][CH2:13][C:14]3[C:19]2=[N:18][CH:17]=[CH:16][CH:15]=3)[CH2:10][CH2:9][CH2:8]1.[N:7]1([CH2:6][C:4]2[N:3]([CH2:26][CH2:25][CH2:24][N:23]([CH3:28])[CH3:22])[CH:2]=[N:1][CH:5]=2)[C@H:20]2[C@H:11]([CH2:12][CH2:13][C:14]3[C:19]2=[N:18][CH:17]=[CH:16][CH:15]=3)[CH2:10][CH2:9][CH2:8]1. The catalyst class is: 10.